From a dataset of Catalyst prediction with 721,799 reactions and 888 catalyst types from USPTO. Predict which catalyst facilitates the given reaction. (1) Reactant: [Cl:1][C:2]1[CH:3]=[C:4]([CH:8](O)[CH3:9])[CH:5]=[CH:6][CH:7]=1.[Br:11]P(Br)Br. Product: [Br:11][CH:8]([C:4]1[CH:5]=[CH:6][CH:7]=[C:2]([Cl:1])[CH:3]=1)[CH3:9]. The catalyst class is: 27. (2) Reactant: [Cl:1][C:2]1[CH:11]=[CH:10][C:9]2[N:8]=[C:7]([N:12]3[CH2:16][CH2:15][C@H:14]([NH:17][CH2:18][CH2:19][C:20]#[N:21])[CH2:13]3)[CH:6]=[CH:5][C:4]=2[C:3]=1[C:22]([NH:24][CH2:25][C:26]12[CH2:35][CH:30]3[CH2:31][CH:32]([CH2:34][CH:28]([CH2:29]3)[CH2:27]1)[CH2:33]2)=[O:23].C[Si]([N:40]=[N+:41]=[N-:42])(C)C.C([Sn](=O)CCCC)CCC.C1(C)C=CC=CC=1. Product: [Cl:1][C:2]1[CH:11]=[CH:10][C:9]2[N:8]=[C:7]([N:12]3[CH2:16][CH2:15][C@H:14]([NH:17][CH2:18][CH2:19][C:20]4[N:40]=[N:41][NH:42][N:21]=4)[CH2:13]3)[CH:6]=[CH:5][C:4]=2[C:3]=1[C:22]([NH:24][CH2:25][C:26]12[CH2:35][CH:30]3[CH2:31][CH:32]([CH2:34][CH:28]([CH2:29]3)[CH2:27]1)[CH2:33]2)=[O:23]. The catalyst class is: 5. (3) The catalyst class is: 3. Reactant: [O:1]1[C:5]2[CH:6]=[CH:7][C:8]([NH2:10])=[CH:9][C:4]=2[O:3][CH2:2]1.C(=O)([O-])[O-].[K+].[K+].[CH3:17][CH2:18][O:19][C:20]([CH2:22]Br)=[O:21]. Product: [CH2:18]([O:19][C:20](=[O:21])[CH2:22][NH:10][C:8]1[CH:7]=[CH:6][C:5]2[O:1][CH2:2][O:3][C:4]=2[CH:9]=1)[CH3:17].